Dataset: CYP2C9 inhibition data for predicting drug metabolism from PubChem BioAssay. Task: Regression/Classification. Given a drug SMILES string, predict its absorption, distribution, metabolism, or excretion properties. Task type varies by dataset: regression for continuous measurements (e.g., permeability, clearance, half-life) or binary classification for categorical outcomes (e.g., BBB penetration, CYP inhibition). Dataset: cyp2c9_veith. (1) The drug is COCC(=O)N1CCC2(CC1)CN(C(=O)Nc1cccc(F)c1)C2. The result is 0 (non-inhibitor). (2) The result is 0 (non-inhibitor). The compound is Cc1n[nH]c(=S)n1/N=C/c1ccc(Br)o1.